From a dataset of Catalyst prediction with 721,799 reactions and 888 catalyst types from USPTO. Predict which catalyst facilitates the given reaction. (1) Reactant: Cl[C:2]1[N:7]=[C:6]([C:8]#[N:9])[CH:5]=[CH:4][N:3]=1.[H-].[Na+].[CH3:12][NH:13][S:14]([CH3:17])(=[O:16])=[O:15]. Product: [C:8]([C:6]1[CH:5]=[CH:4][N:3]=[C:2]([N:13]([CH3:12])[S:14]([CH3:17])(=[O:16])=[O:15])[N:7]=1)#[N:9]. The catalyst class is: 20. (2) Reactant: [CH3:1][C:2]([C:5]1[N:10]=[C:9]([C:11](=[N:13][OH:14])[NH2:12])[CH:8]=[C:7]([C:15]([F:18])([F:17])[F:16])[N:6]=1)([CH3:4])[CH3:3].[C:19](N1C=CN=C1)(N1C=CN=C1)=[O:20].N12CCCN=C1CCCCC2.Cl. Product: [CH3:4][C:2]([C:5]1[N:10]=[C:9]([C:11]2[NH:13][O:14][C:19](=[O:20])[N:12]=2)[CH:8]=[C:7]([C:15]([F:18])([F:16])[F:17])[N:6]=1)([CH3:1])[CH3:3]. The catalyst class is: 132. (3) Product: [C:12]([C:9]1[CH:10]=[CH:11][C:6]([C:5]([OH:15])=[O:4])=[CH:7][CH:8]=1)(=[NH:13])[NH2:14]. Reactant: Cl.C([O:4][C:5](=[O:15])[C:6]1[CH:11]=[CH:10][C:9]([C:12](=[NH:14])[NH2:13])=[CH:8][CH:7]=1)C. The catalyst class is: 33.